Dataset: Reaction yield outcomes from USPTO patents with 853,638 reactions. Task: Predict the reaction yield, written as a fraction of the theoretical maximum amount of product (1.0 means a 100% yield; for example, 0.34 means a 34% yield). (1) The reactants are C[Si](C)(C)CCOC[N:7]1[C:11]2[N:12]=[CH:13][N:14]=[C:15]([C:16]3[S:20][C:19]([CH:21]([CH2:25][C:26]#[N:27])[CH2:22][C:23]#[N:24])=[N:18][CH:17]=3)[C:10]=2[CH:9]=[CH:8]1.C(O)(C(F)(F)F)=O. The catalyst is C(Cl)Cl. The product is [N:12]1[C:11]2[NH:7][CH:8]=[CH:9][C:10]=2[C:15]([C:16]2[S:20][C:19]([CH:21]([CH2:25][C:26]#[N:27])[CH2:22][C:23]#[N:24])=[N:18][CH:17]=2)=[N:14][CH:13]=1. The yield is 0.620. (2) The reactants are [OH:1][CH:2]1[CH2:7][CH2:6][N:5]([C:8]([O:10][C:11]([CH3:14])([CH3:13])[CH3:12])=[O:9])[CH2:4][CH2:3]1.Cl[CH2:16][C:17]([N:19]1[CH2:24][CH2:23][O:22][CH2:21][CH2:20]1)=[O:18].[OH-].[Na+].CCCC(C)C. The catalyst is S([O-])(O)(=O)=O.C([N+](CCCC)(CCCC)CCCC)CCC.O.C(Cl)Cl.C1(C)C=CC=CC=1. The product is [O:22]1[CH2:23][CH2:24][N:19]([C:17](=[O:18])[CH2:16][O:1][CH:2]2[CH2:3][CH2:4][N:5]([C:8]([O:10][C:11]([CH3:14])([CH3:13])[CH3:12])=[O:9])[CH2:6][CH2:7]2)[CH2:20][CH2:21]1. The yield is 0.940. (3) The reactants are Br[CH2:2][C:3]([C:5]1[CH:10]=[C:9]([C:11]([F:14])([F:13])[F:12])[CH:8]=[C:7]([Cl:15])[CH:6]=1)=[O:4].[CH3:16][O:17][C:18](=[O:24])[CH2:19][CH2:20][C:21]([O-:23])=[O:22].[Na+]. The catalyst is CC(C)=O. The product is [C:21]([O:23][CH2:2][C:3]([C:5]1[CH:10]=[C:9]([C:11]([F:14])([F:13])[F:12])[CH:8]=[C:7]([Cl:15])[CH:6]=1)=[O:4])(=[O:22])[CH2:20][CH2:19][C:18]([O:17][CH3:16])=[O:24]. The yield is 0.910. (4) The reactants are [C:1]([OH:5])(=O)[CH:2]=[CH2:3].Cl.[CH3:7][N:8]1[CH2:14][C:13]2[CH:15]=[C:16](/[CH:19]=[CH:20]/[C:21](O)=O)[CH:17]=[N:18][C:12]=2NC(=O)[CH2:9]1.CNCC1C2C(=CC=CC=2)N(C)C=1. No catalyst specified. The product is [CH3:17][N:18]([CH2:12][C:13]1[C:15]2[C:9](=[CH:21][CH:20]=[CH:19][CH:16]=2)[N:8]([CH3:7])[CH:14]=1)[C:1](=[O:5])[CH:2]=[CH2:3]. The yield is 0.580. (5) The reactants are C[Si]([N-][Si](C)(C)C)(C)C.[Na+].[CH3:11][O:12][C:13](=[O:23])[CH2:14][CH2:15][C:16]1[C:17](=[O:22])[NH:18][CH2:19][CH2:20][CH:21]=1.[CH3:24]Br. The catalyst is C1COCC1. The product is [CH3:11][O:12][C:13](=[O:23])[CH2:14][CH2:15][C:16]1[C:17](=[O:22])[N:18]([CH3:24])[CH2:19][CH2:20][CH:21]=1. The yield is 0.720.